This data is from Reaction yield outcomes from USPTO patents with 853,638 reactions. The task is: Predict the reaction yield, written as a fraction of the theoretical maximum amount of product (1.0 means a 100% yield; for example, 0.34 means a 34% yield). The reactants are [F:1][C:2]([F:21])([F:20])[O:3][C:4]1[CH:9]=[CH:8][C:7]([N:10]2[CH2:14][CH:13]3[CH2:15][C:16](=O)[CH2:17][CH:12]3[C:11]2=[O:19])=[CH:6][CH:5]=1.[CH2:22]([NH2:29])[C:23]1[CH:28]=[CH:27][CH:26]=[CH:25][CH:24]=1.[BH-](OC(C)=O)(OC(C)=O)OC(C)=O.[Na+]. The catalyst is ClCCl. The product is [CH2:22]([NH:29][CH:16]1[CH2:17][CH:12]2[C:11](=[O:19])[N:10]([C:7]3[CH:8]=[CH:9][C:4]([O:3][C:2]([F:1])([F:21])[F:20])=[CH:5][CH:6]=3)[CH2:14][CH:13]2[CH2:15]1)[C:23]1[CH:28]=[CH:27][CH:26]=[CH:25][CH:24]=1. The yield is 0.630.